Dataset: Forward reaction prediction with 1.9M reactions from USPTO patents (1976-2016). Task: Predict the product of the given reaction. (1) Given the reactants C(NC(C)C)(C)C.C([Li])CCC.[Br:13][C:14]1[CH:15]=[CH:16][C:17]([F:20])=[N:18][CH:19]=1.[CH3:21][N:22]([CH3:36])[C:23]1[CH:28]=[CH:27][C:26]([CH2:29][C:30](N(OC)C)=[O:31])=[CH:25][CH:24]=1, predict the reaction product. The product is: [Br:13][C:14]1[CH:15]=[C:16]([C:30](=[O:31])[CH2:29][C:26]2[CH:27]=[CH:28][C:23]([N:22]([CH3:36])[CH3:21])=[CH:24][CH:25]=2)[C:17]([F:20])=[N:18][CH:19]=1. (2) Given the reactants [C:1]([O:5][C:6]([N:8]1[CH2:13][CH2:12][N:11]([C:14]2[CH:19]=[CH:18][C:17]([CH2:20][N:21]([CH2:29][CH2:30][C:31]3[CH:36]=[C:35]([O:37][CH3:38])[C:34]([NH2:39])=[CH:33][C:32]=3[Cl:40])[C:22]([O:24][C:25]([CH3:28])([CH3:27])[CH3:26])=[O:23])=[CH:16][CH:15]=2)[CH2:10][CH2:9]1)=[O:7])([CH3:4])([CH3:3])[CH3:2].[C:41]([C:43]1[N:44]=[CH:45][C:46]([NH:49][C:50](=O)[O:51]C2C=CC=CC=2)=[N:47][CH:48]=1)#[N:42], predict the reaction product. The product is: [C:25]([O:24][C:22]([N:21]([CH2:20][C:17]1[CH:18]=[CH:19][C:14]([N:11]2[CH2:12][CH2:13][N:8]([C:6]([O:5][C:1]([CH3:2])([CH3:3])[CH3:4])=[O:7])[CH2:9][CH2:10]2)=[CH:15][CH:16]=1)[CH2:29][CH2:30][C:31]1[CH:36]=[C:35]([O:37][CH3:38])[C:34]([NH:39][C:50]([NH:49][C:46]2[CH:45]=[N:44][C:43]([C:41]#[N:42])=[CH:48][N:47]=2)=[O:51])=[CH:33][C:32]=1[Cl:40])=[O:23])([CH3:26])([CH3:28])[CH3:27]. (3) The product is: [CH2:1]([NH:5][C:7](=[S:8])[NH:6][C:9]1[CH:10]=[CH:11][C:12]([O:15][C:16](=[O:25])[N:17]([CH3:24])[C:18]2[CH:23]=[CH:22][CH:21]=[CH:20][CH:19]=2)=[N:13][CH:14]=1)[CH2:2][CH2:3][CH3:4]. Given the reactants [CH2:1]([NH2:5])[CH2:2][CH2:3][CH3:4].[N:6]([C:9]1[CH:10]=[CH:11][C:12]([O:15][C:16](=[O:25])[N:17]([CH3:24])[C:18]2[CH:23]=[CH:22][CH:21]=[CH:20][CH:19]=2)=[N:13][CH:14]=1)=[C:7]=[S:8], predict the reaction product. (4) Given the reactants [F:1][C:2]1[C:7]([F:8])=[CH:6][CH:5]=[CH:4][C:3]=1[CH2:9][CH2:10][C:11]1[N:12]([CH2:22][C:23]([OH:25])=O)[C:13]2[C:18]([C:19](=[O:21])[CH:20]=1)=[CH:17][CH:16]=[CH:15][CH:14]=2.[CH2:26]([N:28]([CH2:49][CH3:50])[CH2:29][CH2:30][NH:31][CH2:32][C:33]1[CH:38]=[CH:37][C:36]([C:39]2[CH:44]=[CH:43][C:42]([C:45]([F:48])([F:47])[F:46])=[CH:41][CH:40]=2)=[CH:35][CH:34]=1)[CH3:27].CN(C(ON1N=NC2C=CC=NC1=2)=[N+](C)C)C.F[P-](F)(F)(F)(F)F.C(NC(C)C)(C)C, predict the reaction product. The product is: [CH2:49]([N:28]([CH2:26][CH3:27])[CH2:29][CH2:30][N:31]([CH2:32][C:33]1[CH:38]=[CH:37][C:36]([C:39]2[CH:40]=[CH:41][C:42]([C:45]([F:46])([F:47])[F:48])=[CH:43][CH:44]=2)=[CH:35][CH:34]=1)[C:23](=[O:25])[CH2:22][N:12]1[C:13]2[C:18](=[CH:17][CH:16]=[CH:15][CH:14]=2)[C:19](=[O:21])[CH:20]=[C:11]1[CH2:10][CH2:9][C:3]1[CH:4]=[CH:5][CH:6]=[C:7]([F:8])[C:2]=1[F:1])[CH3:50]. (5) Given the reactants [NH2:1][C:2]1[C:7]([NH2:8])=[CH:6][C:5]([N+:9]([O-:11])=[O:10])=[CH:4][N:3]=1.[C:12](O)(=O)[CH2:13][OH:14].N, predict the reaction product. The product is: [N+:9]([C:5]1[CH:6]=[C:7]2[N:8]=[C:12]([CH2:13][OH:14])[NH:1][C:2]2=[N:3][CH:4]=1)([O-:11])=[O:10]. (6) The product is: [OH:27][CH2:26][CH2:25][CH2:24][CH2:23][CH2:22][CH2:21][O:13][C:10]1[CH:9]=[CH:8][C:7]([C:1]2[CH:2]=[CH:3][CH:4]=[CH:5][CH:6]=2)=[CH:12][CH:11]=1. Given the reactants [C:1]1([C:7]2[CH:12]=[CH:11][C:10]([OH:13])=[CH:9][CH:8]=2)[CH:6]=[CH:5][CH:4]=[CH:3][CH:2]=1.C(=O)([O-])[O-].[K+].[K+].Cl[CH2:21][CH2:22][CH2:23][CH2:24][CH2:25][CH2:26][OH:27], predict the reaction product. (7) The product is: [CH3:29][O:28][C:11]1[CH:12]=[C:13]2[O:17][C:16]([C:18]3[N:19]=[C:20]4[N:24]([CH:25]=3)[N:23]=[C:22]([O:26][CH3:27])[S:21]4)=[CH:15][C:14]2=[C:9]([OH:8])[CH:10]=1. Given the reactants C([O:8][C:9]1[C:14]2[CH:15]=[C:16]([C:18]3[N:19]=[C:20]4[N:24]([CH:25]=3)[N:23]=[C:22]([O:26][CH3:27])[S:21]4)[O:17][C:13]=2[CH:12]=[C:11]([O:28][CH3:29])[CH:10]=1)C1C=CC=CC=1.CC1C(C)=C(C)C(C)=C(C)C=1, predict the reaction product. (8) The product is: [Cl:1][C:2]1[CH:3]=[C:4]([C@H:9]([O:34][CH3:35])[C@@H:10]([CH3:33])[C:11]([NH:13][C@H:14]2[N:20]=[C:19]([C:21]3[CH:26]=[CH:25][CH:24]=[CH:23][CH:22]=3)[C:18]3[CH:27]=[CH:28][CH:29]=[CH:30][C:17]=3[N:16]([CH3:31])[C:15]2=[O:32])=[O:12])[CH:5]=[CH:6][C:7]=1[Cl:8]. Given the reactants [Cl:1][C:2]1[CH:3]=[C:4]([C@H:9]([OH:34])[C@@H:10]([CH3:33])[C:11]([NH:13][C@H:14]2[N:20]=[C:19]([C:21]3[CH:26]=[CH:25][CH:24]=[CH:23][CH:22]=3)[C:18]3[CH:27]=[CH:28][CH:29]=[CH:30][C:17]=3[N:16]([CH3:31])[C:15]2=[O:32])=[O:12])[CH:5]=[CH:6][C:7]=1[Cl:8].[CH3:35]I.[H-].[Na+], predict the reaction product. (9) Given the reactants [F:1][C:2]1[CH:3]=[C:4]([NH2:24])[CH:5]=[CH:6][C:7]=1[O:8][C:9]1[C:10]2[NH:17][C:16]([C:18]3[CH:23]=[CH:22][CH:21]=[CH:20][CH:19]=3)=[CH:15][C:11]=2[N:12]=[CH:13][N:14]=1.[C:25]1([CH2:31][C:32]([N:34]=[C:35]=[S:36])=[O:33])[CH:30]=[CH:29][CH:28]=[CH:27][CH:26]=1, predict the reaction product. The product is: [F:1][C:2]1[CH:3]=[C:4]([NH:24][C:35]([NH:34][C:32](=[O:33])[CH2:31][C:25]2[CH:26]=[CH:27][CH:28]=[CH:29][CH:30]=2)=[S:36])[CH:5]=[CH:6][C:7]=1[O:8][C:9]1[C:10]2[NH:17][C:16]([C:18]3[CH:23]=[CH:22][CH:21]=[CH:20][CH:19]=3)=[CH:15][C:11]=2[N:12]=[CH:13][N:14]=1. (10) Given the reactants [CH2:1]([CH:3]1[N:12]2[C:7](=[CH:8][C:9](=[O:18])[C:10]([C:13]([O:15]CC)=[O:14])=[CH:11]2)[C:6]2[CH:19]=[C:20]([O:26][CH3:27])[C:21]([CH2:23][CH2:24][CH3:25])=[CH:22][C:5]=2[CH2:4]1)[CH3:2].O.[OH-].[Li+].Cl, predict the reaction product. The product is: [CH2:1]([CH:3]1[N:12]2[C:7](=[CH:8][C:9](=[O:18])[C:10]([C:13]([OH:15])=[O:14])=[CH:11]2)[C:6]2[CH:19]=[C:20]([O:26][CH3:27])[C:21]([CH2:23][CH2:24][CH3:25])=[CH:22][C:5]=2[CH2:4]1)[CH3:2].